From a dataset of Reaction yield outcomes from USPTO patents with 853,638 reactions. Predict the reaction yield, written as a fraction of the theoretical maximum amount of product (1.0 means a 100% yield; for example, 0.34 means a 34% yield). (1) The catalyst is [Pd].C(O)C. The yield is 0.989. The product is [CH3:1][O:2][C:3]([C:5]1[C:9]([NH2:10])=[CH:8][NH:7][N:6]=1)=[O:4]. The reactants are [CH3:1][O:2][C:3]([C:5]1[C:9]([N+:10]([O-])=O)=[CH:8][NH:7][N:6]=1)=[O:4].N#N.[H][H]. (2) The yield is 0.610. The reactants are Cl[C:2](Cl)(Cl)[CH:3]([OH:5])O.[O-]S([O-])(=O)=O.[Na+].[Na+].[Br:15][C:16]1[C:17]([F:23])=[C:18]([NH2:22])[CH:19]=[CH:20][CH:21]=1.Cl.Cl.[NH2:26][OH:27]. The catalyst is O. The product is [Br:15][C:16]1[C:17]([F:23])=[C:18]([NH:22][C:3](=[O:5])[CH:2]=[N:26][OH:27])[CH:19]=[CH:20][CH:21]=1. (3) The reactants are [F:1][C:2]1[CH:3]=[C:4]([CH:31]=[CH:32][C:33]=1[F:34])[CH2:5][NH:6][C:7](=[O:30])[C:8]1[CH:13]=[CH:12][CH:11]=[N:10][C:9]=1[NH:14][CH2:15][C:16]1[S:17][C:18](B2OC(C)(C)C(C)(C)O2)=[CH:19][CH:20]=1.[Cl:35][C:36]1[C:45]2[C:40](=[CH:41][CH:42]=[C:43](I)[CH:44]=2)[N:39]=[CH:38][N:37]=1.ClCCl.CN(C)C=O.C(=O)([O-])[O-].[K+].[K+].C(=O)(O)[O-].[Na+].O. The catalyst is Cl[Pd]Cl.C1(P(C2C=CC=CC=2)[C-]2C=CC=C2)C=CC=CC=1.[C-]1(P(C2C=CC=CC=2)C2C=CC=CC=2)C=CC=C1.[Fe+2]. The product is [Cl:35][C:36]1[C:45]2[C:40](=[CH:41][CH:42]=[C:43]([C:18]3[S:17][C:16]([CH2:15][NH:14][C:9]4[N:10]=[CH:11][CH:12]=[CH:13][C:8]=4[C:7]([NH:6][CH2:5][C:4]4[CH:31]=[CH:32][C:33]([F:34])=[C:2]([F:1])[CH:3]=4)=[O:30])=[CH:20][CH:19]=3)[CH:44]=2)[N:39]=[CH:38][N:37]=1. The yield is 0.500. (4) The reactants are [CH3:10][C:2]1([CH3:10])[CH2:4][C:3](=[O:9])[CH:2]=[CH:4][C:3]1=[O:9].[OH:11]S(C(F)(F)F)(=O)=O.[C:19]([O:22]CC)(=[O:21])[CH3:20]. The yield is 0.850. The catalyst is C(OC(=O)C)(=O)C. The product is [CH3:4][C:3]([CH2:2][C:10]([CH2:20][C:19]([OH:22])=[O:21])=[O:11])=[O:9]. (5) The yield is 0.650. The product is [Br:16][C:17]1[CH:22]=[CH:21][CH:20]=[C:19]([O:15][CH2:14][CH2:13][C:3]2[N:4]=[C:5]([C:7]3[CH:12]=[CH:11][CH:10]=[CH:9][CH:8]=3)[O:6][C:2]=2[CH3:1])[N:18]=1. The reactants are [CH3:1][C:2]1[O:6][C:5]([C:7]2[CH:12]=[CH:11][CH:10]=[CH:9][CH:8]=2)=[N:4][C:3]=1[CH2:13][CH2:14][OH:15].[Br:16][C:17]1[CH:22]=[CH:21][CH:20]=[C:19](Br)[N:18]=1.[H-].[Na+]. The catalyst is O1CCOCC1. (6) The reactants are [I:1][C:2]1[CH:3]=[CH:4][C:5]2[N:6]([N:8]=[C:9]([C:14]3[CH:19]=[CH:18][CH:17]=[CH:16][CH:15]=3)[C:10]=2[C:11](O)=[O:12])[CH:7]=1.O[N:21]1[C:25]2N=CC=CC=2N=N1.Cl.CN.C(N(C(C)C)CC)(C)C.Cl.CN(C)CCCN=C=NCC. The catalyst is C(OC(=O)C)C.CN(C)C=O.ClCCl. The product is [I:1][C:2]1[CH:3]=[CH:4][C:5]2[N:6]([N:8]=[C:9]([C:14]3[CH:19]=[CH:18][CH:17]=[CH:16][CH:15]=3)[C:10]=2[C:11]([NH:21][CH3:25])=[O:12])[CH:7]=1. The yield is 0.900. (7) The reactants are [N:1]1([C:7]2[CH:12]=[CH:11][C:10]([NH2:13])=[CH:9][CH:8]=2)[CH2:6][CH2:5][O:4][CH2:3][CH2:2]1.[CH:14](O)=O. The catalyst is O. The product is [CH3:14][NH:13][C:10]1[CH:9]=[CH:8][C:7]([N:1]2[CH2:2][CH2:3][O:4][CH2:5][CH2:6]2)=[CH:12][CH:11]=1. The yield is 0.930.